Dataset: Reaction yield outcomes from USPTO patents with 853,638 reactions. Task: Predict the reaction yield, written as a fraction of the theoretical maximum amount of product (1.0 means a 100% yield; for example, 0.34 means a 34% yield). (1) The catalyst is C(Cl)Cl. The product is [Br:1][C:2]1[CH:6]=[N:5][N:4]([CH3:7])[C:3]=1[C:8]1[CH:9]=[C:10]([NH:18][C:27]([NH:26][C:23]2[CH:24]=[CH:25][C:20]([Cl:19])=[CH:21][CH:22]=2)=[O:28])[CH:11]=[CH:12][C:13]=1[O:14][CH:15]([CH3:16])[CH3:17]. The reactants are [Br:1][C:2]1[CH:6]=[N:5][N:4]([CH3:7])[C:3]=1[C:8]1[CH:9]=[C:10]([NH2:18])[CH:11]=[CH:12][C:13]=1[O:14][CH:15]([CH3:17])[CH3:16].[Cl:19][C:20]1[CH:25]=[CH:24][C:23]([N:26]=[C:27]=[O:28])=[CH:22][CH:21]=1. The yield is 0.910. (2) The reactants are [BH4-].[Na+].[Cl:3][C:4]1[C:5]([CH3:33])=[C:6]([C:12]2[CH:16]=[CH:15][N:14]([CH2:17][C@@H:18]([NH:20][C:21]([C:23]3[N:24]=[C:25]([C:28](OCC)=[O:29])[S:26][CH:27]=3)=[O:22])[CH3:19])[N:13]=2)[CH:7]=[CH:8][C:9]=1[C:10]#[N:11]. The catalyst is C(O)C. The product is [Cl:3][C:4]1[C:5]([CH3:33])=[C:6]([C:12]2[CH:16]=[CH:15][N:14]([CH2:17][C@@H:18]([NH:20][C:21]([C:23]3[N:24]=[C:25]([CH2:28][OH:29])[S:26][CH:27]=3)=[O:22])[CH3:19])[N:13]=2)[CH:7]=[CH:8][C:9]=1[C:10]#[N:11]. The yield is 0.890. (3) The reactants are C(Cl)CCl.[F:5][C:6]1[CH:7]=[CH:8][C:9]([NH:12][NH2:13])=[N:10][CH:11]=1.[C:14]([O:18][C:19]([N:21]1[CH2:26][CH2:25][CH:24]([C:27](O)=[O:28])[CH2:23][CH2:22]1)=[O:20])([CH3:17])([CH3:16])[CH3:15].C1C=CC2N(O)N=NC=2C=1. The catalyst is C(Cl)Cl. The product is [C:14]([O:18][C:19]([N:21]1[CH2:26][CH2:25][CH:24]([C:27]([NH:13][NH:12][C:9]2[CH:8]=[CH:7][C:6]([F:5])=[CH:11][N:10]=2)=[O:28])[CH2:23][CH2:22]1)=[O:20])([CH3:17])([CH3:16])[CH3:15]. The yield is 0.820. (4) The reactants are [F:1][C:2]([F:14])([F:13])[C:3]([N:5]([CH3:12])[C:6]1[CH:7]=[N:8][O:9][C:10]=1[CH3:11])=O.C[O-].[Na+]. The catalyst is CCO.[Pd]. The product is [CH3:12][N:5]1[C:6]([C:10](=[O:9])[CH3:11])=[CH:7][N:8]=[C:3]1[C:2]([F:14])([F:13])[F:1]. The yield is 0.520. (5) The reactants are [CH3:1][O:2][C:3]([C:5]1[NH:9][C:8]([C:10](=O)[CH2:11][CH2:12][C:13]([C:15]2[NH:16][C:17]([C:20]([O:22][CH3:23])=[O:21])=[CH:18][CH:19]=2)=O)=[CH:7][CH:6]=1)=[O:4].C1(C)C=CC=CC=1.COC1C=CC(P2(SP(C3C=CC(OC)=CC=3)(=S)S2)=[S:41])=CC=1. The catalyst is CCOC(C)=O. The product is [CH3:1][O:2][C:3]([C:5]1[NH:9][C:8]([C:10]2[S:41][C:13]([C:15]3[NH:16][C:17]([C:20]([O:22][CH3:23])=[O:21])=[CH:18][CH:19]=3)=[CH:12][CH:11]=2)=[CH:7][CH:6]=1)=[O:4]. The yield is 0.500. (6) The catalyst is C1(C)C(CC#N)=CC=CC=1. The yield is 0.880. The reactants are [C:1]([O:4][C@H:5]1[C@@H:12]([O:13][C:14](=[O:16])[CH3:15])[C@H:11]([O:17][C:18](=[O:20])[CH3:19])[C@@H:10]([CH2:21][O:22][C:23](=[O:25])[CH3:24])[O:9][CH:6]1[O:7]Br)(=[O:3])[CH3:2].[C:26]1(C)[CH:31]=[CH:30]C=[CH:28][CH:27]=1.C(O)CCC=C.[Hg](C#N)C#N. The product is [C:1]([O:4][C@H:5]1[C@@H:12]([O:13][C:14](=[O:16])[CH3:15])[C@H:11]([O:17][C:18](=[O:20])[CH3:19])[C@@H:10]([CH2:21][O:22][C:23](=[O:25])[CH3:24])[O:9][C@H:6]1[O:7][CH2:30][CH2:31][CH2:26][CH:27]=[CH2:28])(=[O:3])[CH3:2]. (7) The product is [NH:8]1[C:12]2[CH:13]=[CH:14][CH:15]=[CH:16][C:11]=2[N:10]=[C:9]1[CH2:17][N:18]([CH:19]1[C:28]2[N:27]=[CH:26][CH:25]=[CH:24][C:23]=2[CH2:22][CH2:21][CH2:20]1)[CH2:38][CH2:37][CH2:36][NH2:35]. The yield is 0.750. The catalyst is C1COCC1. The reactants are C(OC([N:8]1[C:12]2[CH:13]=[CH:14][CH:15]=[CH:16][C:11]=2[N:10]=[C:9]1[CH2:17][NH:18][CH:19]1[C:28]2[N:27]=[CH:26][CH:25]=[CH:24][C:23]=2[CH2:22][CH2:21][CH2:20]1)=O)(C)(C)C.C(OC(=O)[NH:35][CH2:36][CH2:37][CH:38]=O)(C)(C)C.[BH-](OC(C)=O)(OC(C)=O)OC(C)=O.[Na+].CC(O)=O.